From a dataset of Full USPTO retrosynthesis dataset with 1.9M reactions from patents (1976-2016). Predict the reactants needed to synthesize the given product. (1) Given the product [C:17]([O:16][C:14]([N:21]1[CH2:26][CH2:25][N:24]([C:2]2[CH:9]=[CH:8][C:7]([C:10]([F:13])([F:12])[F:11])=[CH:6][C:3]=2[CH:4]=[O:5])[CH2:23][CH2:22]1)=[O:15])([CH3:20])([CH3:18])[CH3:19], predict the reactants needed to synthesize it. The reactants are: F[C:2]1[CH:9]=[CH:8][C:7]([C:10]([F:13])([F:12])[F:11])=[CH:6][C:3]=1[CH:4]=[O:5].[C:14]([N:21]1[CH2:26][CH2:25][NH:24][CH2:23][CH2:22]1)([O:16][C:17]([CH3:20])([CH3:19])[CH3:18])=[O:15].C([O-])([O-])=O.[K+].[K+]. (2) Given the product [CH3:22][N:23]1[CH:27]=[C:26]([C:2]2[N:7]=[C:6]([C:8]3[CH:9]=[N:10][N:11]([CH2:13][O:14][CH2:15][CH2:16][Si:17]([CH3:20])([CH3:19])[CH3:18])[CH:12]=3)[N:5]=[C:4]([NH2:21])[CH:3]=2)[CH:25]=[N:24]1, predict the reactants needed to synthesize it. The reactants are: Cl[C:2]1[N:7]=[C:6]([C:8]2[CH:9]=[N:10][N:11]([CH2:13][O:14][CH2:15][CH2:16][Si:17]([CH3:20])([CH3:19])[CH3:18])[CH:12]=2)[N:5]=[C:4]([NH2:21])[CH:3]=1.[CH3:22][N:23]1[CH:27]=[C:26](B2OC(C)(C)C(C)(C)O2)[CH:25]=[N:24]1.[O-]P([O-])([O-])=O.[K+].[K+].[K+].